Dataset: Full USPTO retrosynthesis dataset with 1.9M reactions from patents (1976-2016). Task: Predict the reactants needed to synthesize the given product. (1) Given the product [C:28]([O:27][C:25]([N:22]1[CH2:23][CH2:24][CH:19]([CH:16]2[CH2:15][CH2:14][N:13]([C:10]3[CH:9]=[CH:8][C:7]([C:5]4[O:1][CH2:2][CH2:3][N:4]=4)=[CH:12][CH:11]=3)[CH2:18][CH2:17]2)[CH2:20][CH2:21]1)=[O:26])([CH3:29])([CH3:31])[CH3:30], predict the reactants needed to synthesize it. The reactants are: [OH:1][CH2:2][CH2:3][NH:4][C:5]([C:7]1[CH:12]=[CH:11][C:10]([N:13]2[CH2:18][CH2:17][CH:16]([CH:19]3[CH2:24][CH2:23][N:22]([C:25]([O:27][C:28]([CH3:31])([CH3:30])[CH3:29])=[O:26])[CH2:21][CH2:20]3)[CH2:15][CH2:14]2)=[CH:9][CH:8]=1)=O.C(N=C=NC(C)C)(C)C. (2) Given the product [C:1]([O:24][CH2:23][N:16]1[C:17]2[CH:22]=[CH:21][CH:20]=[CH:19][C:18]=2[N:14]([CH2:13][CH2:12][CH2:11][Cl:10])[C:15]1=[O:25])(=[O:8])[CH2:2][CH2:3][CH2:4][CH2:5][CH2:6][CH3:7], predict the reactants needed to synthesize it. The reactants are: [C:1](Cl)(=[O:8])[CH2:2][CH2:3][CH2:4][CH2:5][CH2:6][CH3:7].[Cl:10][CH2:11][CH2:12][CH2:13][N:14]1[C:18]2[CH:19]=[CH:20][CH:21]=[CH:22][C:17]=2[N:16]([CH2:23][OH:24])[C:15]1=[O:25].N1C=CC=CC=1.